From a dataset of NCI-60 drug combinations with 297,098 pairs across 59 cell lines. Regression. Given two drug SMILES strings and cell line genomic features, predict the synergy score measuring deviation from expected non-interaction effect. (1) Drug 2: CCCCCOC(=O)NC1=NC(=O)N(C=C1F)C2C(C(C(O2)C)O)O. Synergy scores: CSS=15.4, Synergy_ZIP=-2.54, Synergy_Bliss=-6.03, Synergy_Loewe=-13.1, Synergy_HSA=-6.25. Drug 1: CC12CCC3C(C1CCC2=O)CC(=C)C4=CC(=O)C=CC34C. Cell line: HOP-92. (2) Synergy scores: CSS=47.6, Synergy_ZIP=3.89, Synergy_Bliss=5.55, Synergy_Loewe=-22.9, Synergy_HSA=3.71. Drug 2: CC1C(C(CC(O1)OC2CC(CC3=C2C(=C4C(=C3O)C(=O)C5=CC=CC=C5C4=O)O)(C(=O)C)O)N)O. Drug 1: CCN(CC)CCNC(=O)C1=C(NC(=C1C)C=C2C3=C(C=CC(=C3)F)NC2=O)C. Cell line: IGROV1. (3) Drug 1: C1=CC=C(C(=C1)C(C2=CC=C(C=C2)Cl)C(Cl)Cl)Cl. Drug 2: C(CC(=O)O)C(=O)CN.Cl. Cell line: MALME-3M. Synergy scores: CSS=5.38, Synergy_ZIP=-5.68, Synergy_Bliss=-3.69, Synergy_Loewe=-2.90, Synergy_HSA=-2.28. (4) Drug 1: CCN(CC)CCNC(=O)C1=C(NC(=C1C)C=C2C3=C(C=CC(=C3)F)NC2=O)C. Drug 2: C(CCl)NC(=O)N(CCCl)N=O. Cell line: KM12. Synergy scores: CSS=27.7, Synergy_ZIP=-3.14, Synergy_Bliss=-4.95, Synergy_Loewe=-14.6, Synergy_HSA=-3.60. (5) Drug 1: CC1C(C(CC(O1)OC2CC(OC(C2O)C)OC3=CC4=CC5=C(C(=O)C(C(C5)C(C(=O)C(C(C)O)O)OC)OC6CC(C(C(O6)C)O)OC7CC(C(C(O7)C)O)OC8CC(C(C(O8)C)O)(C)O)C(=C4C(=C3C)O)O)O)O. Drug 2: C(CC(=O)O)C(=O)CN.Cl. Cell line: UACC62. Synergy scores: CSS=54.4, Synergy_ZIP=2.68, Synergy_Bliss=4.08, Synergy_Loewe=-52.4, Synergy_HSA=1.12. (6) Drug 1: CCN(CC)CCNC(=O)C1=C(NC(=C1C)C=C2C3=C(C=CC(=C3)F)NC2=O)C. Drug 2: C1=NC2=C(N1)C(=S)N=CN2. Cell line: UACC-257. Synergy scores: CSS=10.7, Synergy_ZIP=-8.10, Synergy_Bliss=-4.53, Synergy_Loewe=-10.2, Synergy_HSA=-3.21. (7) Drug 1: COC1=CC(=CC(=C1O)OC)C2C3C(COC3=O)C(C4=CC5=C(C=C24)OCO5)OC6C(C(C7C(O6)COC(O7)C8=CC=CS8)O)O. Drug 2: CCC1(CC2CC(C3=C(CCN(C2)C1)C4=CC=CC=C4N3)(C5=C(C=C6C(=C5)C78CCN9C7C(C=CC9)(C(C(C8N6C=O)(C(=O)OC)O)OC(=O)C)CC)OC)C(=O)OC)O.OS(=O)(=O)O. Cell line: SR. Synergy scores: CSS=82.0, Synergy_ZIP=6.26, Synergy_Bliss=5.85, Synergy_Loewe=-1.94, Synergy_HSA=9.58. (8) Drug 1: CC(CN1CC(=O)NC(=O)C1)N2CC(=O)NC(=O)C2. Synergy scores: CSS=9.38, Synergy_ZIP=-2.43, Synergy_Bliss=2.31, Synergy_Loewe=0.666, Synergy_HSA=1.28. Cell line: NCI-H226. Drug 2: C1C(C(OC1N2C=NC3=C(N=C(N=C32)Cl)N)CO)O.